Dataset: Full USPTO retrosynthesis dataset with 1.9M reactions from patents (1976-2016). Task: Predict the reactants needed to synthesize the given product. Given the product [OH:14][C:15]1[CH:26]=[C:25]2[C:18](=[CH:17][CH:16]=1)[NH:19][CH:20]=[C:21]2[CH2:22][CH2:23][NH:24][C:8](=[O:10])/[CH:7]=[CH:6]/[C:5]1[CH:4]=[CH:3][C:2]([OH:1])=[CH:12][CH:11]=1, predict the reactants needed to synthesize it. The reactants are: [OH:1][C:2]1[CH:12]=[CH:11][C:5]([CH:6]=[CH:7][C:8]([OH:10])=O)=[CH:4][CH:3]=1.Cl.[OH:14][C:15]1[CH:26]=[C:25]2[C:18]([NH:19][CH:20]=[C:21]2[CH2:22][CH2:23][NH2:24])=[CH:17][CH:16]=1.C(Cl)CCl.C(OCC)(=O)C.